Dataset: Full USPTO retrosynthesis dataset with 1.9M reactions from patents (1976-2016). Task: Predict the reactants needed to synthesize the given product. (1) Given the product [Cl:24][C:20]1[CH:19]=[C:18]([CH:23]=[CH:22][CH:21]=1)[CH2:17][N:8]1[C:9]2[C:14](=[CH:13][CH:12]=[CH:11][CH:10]=2)[C:15](=[O:16])[C:6]([C:4]([OH:5])=[O:3])=[CH:7]1, predict the reactants needed to synthesize it. The reactants are: C([O:3][C:4]([C:6]1[C:15](=[O:16])[C:14]2[C:9](=[CH:10][CH:11]=[CH:12][CH:13]=2)[N:8]([CH2:17][C:18]2[CH:23]=[CH:22][CH:21]=[C:20]([Cl:24])[CH:19]=2)[CH:7]=1)=[O:5])C.[OH-].[Li+]. (2) Given the product [CH3:1][C:2]1([CH3:27])[CH2:6][CH2:5][CH2:4][CH:3]1[C:7]1[CH:12]=[C:11]([CH2:13][OH:14])[CH:10]=[C:9]([F:17])[C:8]=1[C:18]1[CH:23]=[C:22]([O:24][CH3:25])[CH:21]=[CH:20][C:19]=1[F:26], predict the reactants needed to synthesize it. The reactants are: [CH3:1][C:2]1([CH3:27])[CH2:6][CH2:5][CH2:4][CH:3]1[C:7]1[CH:12]=[C:11]([C:13](OC)=[O:14])[CH:10]=[C:9]([F:17])[C:8]=1[C:18]1[CH:23]=[C:22]([O:24][CH3:25])[CH:21]=[CH:20][C:19]=1[F:26].[H-].[H-].[H-].[H-].[Li+].[Al+3].[OH-].[Na+]. (3) Given the product [O:39]1[CH:40]=[CH:41][N:42]=[C:38]1[C:9]1[CH:10]=[CH:11][C:12]([O:15][CH2:16][CH2:17][N:18]([CH2:31][C:32]([F:33])([F:34])[F:35])[C:19]2[CH:26]=[CH:25][C:22]([C:23]#[N:24])=[C:21]([C:27]([F:28])([F:29])[F:30])[CH:20]=2)=[CH:13][CH:14]=1, predict the reactants needed to synthesize it. The reactants are: CC1(C)C(C)(C)OB([C:9]2[CH:14]=[CH:13][C:12]([O:15][CH2:16][CH2:17][N:18]([CH2:31][C:32]([F:35])([F:34])[F:33])[C:19]3[CH:26]=[CH:25][C:22]([C:23]#[N:24])=[C:21]([C:27]([F:30])([F:29])[F:28])[CH:20]=3)=[CH:11][CH:10]=2)O1.I[C:38]1[O:39][CH:40]=[CH:41][N:42]=1. (4) Given the product [C:26]1([C:20]2[CH:25]=[CH:24][CH:23]=[CH:22][CH:21]=2)[CH:31]=[CH:30][C:29]([S:32]([NH:1][C:2]2[CH:3]=[C:4]3[C:8](=[CH:9][CH:10]=2)[NH:7][CH:6]=[C:5]3[C:11](=[O:19])[C:12]([N:14]([CH2:17][CH3:18])[CH2:15][CH3:16])=[O:13])(=[O:34])=[O:33])=[CH:28][CH:27]=1, predict the reactants needed to synthesize it. The reactants are: [NH2:1][C:2]1[CH:3]=[C:4]2[C:8](=[CH:9][CH:10]=1)[NH:7][CH:6]=[C:5]2[C:11](=[O:19])[C:12]([N:14]([CH2:17][CH3:18])[CH2:15][CH3:16])=[O:13].[C:20]1([C:26]2[CH:31]=[CH:30][C:29]([S:32](Cl)(=[O:34])=[O:33])=[CH:28][CH:27]=2)[CH:25]=[CH:24][CH:23]=[CH:22][CH:21]=1. (5) Given the product [F:39][C:33]1[CH:34]=[C:35]([F:38])[CH:36]=[CH:37][C:32]=1[O:31][CH:28]1[CH2:27][CH2:26][N:25]([C:20]2[N:21]=[C:22]3[CH2:23][CH2:24][NH:15][CH2:16][C:17]3=[N:18][C:19]=2[NH:40][C@@H:41]([CH3:45])[CH2:42][O:43][CH3:44])[CH2:30][CH2:29]1, predict the reactants needed to synthesize it. The reactants are: OC(C(F)(F)F)=O.C([N:15]1[CH2:24][CH2:23][C:22]2[C:17](=[N:18][C:19]([NH:40][C@@H:41]([CH3:45])[CH2:42][O:43][CH3:44])=[C:20]([N:25]3[CH2:30][CH2:29][CH:28]([O:31][C:32]4[CH:37]=[CH:36][C:35]([F:38])=[CH:34][C:33]=4[F:39])[CH2:27][CH2:26]3)[N:21]=2)[CH2:16]1)C1C=CC=CC=1.